Dataset: Catalyst prediction with 721,799 reactions and 888 catalyst types from USPTO. Task: Predict which catalyst facilitates the given reaction. (1) Reactant: [O:1]1[C:5]2[CH:6]=[CH:7][C:8]([NH:10][C:11](=[O:17])[O:12][C:13]([CH3:16])([CH3:15])[CH3:14])=[CH:9][C:4]=2[CH2:3][CH2:2]1.[Br:18]N1C(=O)CCC1=O.C(=O)([O-])O.[Na+]. Product: [Br:18][C:7]1[C:8]([NH:10][C:11](=[O:17])[O:12][C:13]([CH3:14])([CH3:16])[CH3:15])=[CH:9][C:4]2[CH2:3][CH2:2][O:1][C:5]=2[CH:6]=1. The catalyst class is: 10. (2) Reactant: [Cl:1][C:2]1[CH:7]=[CH:6][CH:5]=[CH:4][C:3]=1[S:8]([N:11]1[CH2:32][CH2:31][C:14]2([C:18](=[O:19])[N:17]([C:20]3[CH:25]=[CH:24][C:23]([C:26]4(O)[CH2:29][O:28][CH2:27]4)=[CH:22][CH:21]=3)[CH2:16][CH2:15]2)[CH2:13][CH2:12]1)(=[O:10])=[O:9].CCN(S(F)(F)[F:39])CC. Product: [Cl:1][C:2]1[CH:7]=[CH:6][CH:5]=[CH:4][C:3]=1[S:8]([N:11]1[CH2:32][CH2:31][C:14]2([C:18](=[O:19])[N:17]([C:20]3[CH:25]=[CH:24][C:23]([C:26]4([F:39])[CH2:29][O:28][CH2:27]4)=[CH:22][CH:21]=3)[CH2:16][CH2:15]2)[CH2:13][CH2:12]1)(=[O:10])=[O:9]. The catalyst class is: 2. (3) Reactant: [F:1][C:2]([F:20])([F:19])[CH2:3][S:4][CH2:5][C:6]1([O:18][CH2:17][CH2:16][O:15]1)[C:7]1[CH:14]=[CH:13][C:10]([C:11]#[N:12])=[CH:9][CH:8]=1. Product: [F:20][C:2]([F:1])([F:19])[CH2:3][S:4][CH2:5][C:6]1([O:15][CH2:16][CH2:17][O:18]1)[C:7]1[CH:8]=[CH:9][C:10]([CH2:11][NH2:12])=[CH:13][CH:14]=1. The catalyst class is: 1. (4) Reactant: [NH2:1][C:2]1[CH:7]=[CH:6][CH:5]=[CH:4][C:3]=1[NH:8][C:9](=O)[CH2:10][CH:11]1[S:15][C:14]([NH:16][C:17]2[CH:22]=[CH:21][CH:20]=[CH:19][CH:18]=2)=[N:13][C:12]1=[O:23]. Product: [NH:16]([C:14]1[S:15][CH:11]([CH2:10][C:9]2[NH:8][C:3]3[CH:4]=[CH:5][CH:6]=[CH:7][C:2]=3[N:1]=2)[C:12](=[O:23])[N:13]=1)[C:17]1[CH:22]=[CH:21][CH:20]=[CH:19][CH:18]=1. The catalyst class is: 52. (5) The catalyst class is: 72. Product: [N:1]([C@@H:14]([CH2:11][CH2:12][CH3:13])[C@H:15]([OH:16])[C:17]([OH:19])=[O:18])=[N+:2]=[N-:3]. Reactant: [N-:1]=[N+:2]=[N-:3].[Na+].[O-]S([O-])(=O)=O.[Mg+2].[CH2:11]([C@H:14]1[O:16][C@@H:15]1[C:17]([OH:19])=[O:18])[CH2:12][CH3:13].[OH-].[Na+].Cl.